Dataset: Drug-target binding data from BindingDB using IC50 measurements. Task: Regression. Given a target protein amino acid sequence and a drug SMILES string, predict the binding affinity score between them. We predict pIC50 (pIC50 = -log10(IC50 in M); higher means more potent). Dataset: bindingdb_ic50. (1) The compound is CCCCCC(=O)N1CCC(=C2c3ccc(Cl)cc3CCc3cccnc32)CC1. The target protein (Q9H2J7) has sequence MPKNSKVVKRELDDDVTESVKDLLSNEDAADDAFKTSELIVDGQEEKDTDVEEGSEVEDERPAWNSKLQYILAQVGFSVGLGNVWRFPYLCQKNGGGAYLLPYLILLMVIGIPLFFLELSVGQRIRRGSIGVWNYISPKLGGIGFASCVVCYFVALYYNVIIGWSLFYFSQSFQQPLPWDQCPLVKNASHTFVEPECEQSSATTYYWYREALNISSSISESGGLNWKMTICLLAAWVMVCLAMIKGIQSSGKIIYFSSLFPYVVLICFLIRAFLLNGSIDGIRHMFTPKLEIMLEPKVWREAATQVFFALGLGFGGVIAFSSYNKRDNNCHFDAVLVSFINFFTSVLATLVVFAVLGFKANVINEKCITQNSETIMKFLKMGNISQDIIPHHINLSTVTAEDYHLVYDIIQKVKEEEFPALHLNSCKIEEELNKAVQGTGLAFIAFTEAMTHFPASPFWSVMFFLMLVNLGLGSMFGTIEGIVTPIVDTFKVRKEILTVI.... The pIC50 is 5.3. (2) The drug is C[N+](c1cc(Cl)cc(Cl)c1)=c1ccn(Cc2cccc(Cn3ccc(=[N+](C)c4cc(Cl)cc(Cl)c4)cc3)c2)cc1. The target protein (P35790) has sequence MKTKFCTGGEAEPSPLGLLLSCGSGSAAPAPGVGQQRDAASDLESKQLGGQQPPLALPPPPPLPLPLPLPQPPPPQPPADEQPEPRTRRRAYLWCKEFLPGAWRGLREDEFHISVIRGGLSNMLFQCSLPDTTATLGDEPRKVLLRLYGAILQMRSCNKEGSEQAQKENEFQGAEAMVLESVMFAILAERSLGPKLYGIFPQGRLEQFIPSRRLDTEELSLPDISAEIAEKMATFHGMKMPFNKEPKWLFGTMEKYLKEVLRIKFTEESRIKKLHKLLSYNLPLELENLRSLLESTPSPVVFCHNDCQEGNILLLEGRENSEKQKLMLIDFEYSSYNYRGFDIGNHFCEWMYDYSYEKYPFFRANIRKYPTKKQQLHFISSYLPAFQNDFENLSTEEKSIIKEEMLLEVNRFALASHFLWGLWSIVQAKISSIEFGYMDYAQARFDAYFHQKRKLGV. The pIC50 is 5.1. (3) The small molecule is CNCCN1CCC(OCc2cccc(F)c2)CC1. The target protein (Q9NR22) has sequence MGMKHSSRCLLLRRKMAENAAESTEVNSPPSQPPQPVVPAKPVQCVHHVSTQPSCPGRGKMSKLLNPEEMTSRDYYFDSYAHFGIHEEMLKDEVRTLTYRNSMYHNKHVFKDKVVLDVGSGTGILSMFAAKAGAKKVFGIECSSISDYSEKIIKANHLDNIITIFKGKVEEVELPVEKVDIIISEWMGYCLFYESMLNTVIFARDKWLKPGGLMFPDRAALYVVAIEDRQYKDFKIHWWENVYGFDMTCIRDVAMKEPLVDIVDPKQVVTNACLIKEVDIYTVKTEELSFTSAFCLQIQRNDYVHALVTYFNIEFTKCHKKMGFSTAPDAPYTHWKQTVFYLEDYLTVRRGEEIYGTISMKPNAKNVRDLDFTVDLDFKGQLCETSVSNDYKMR. The pIC50 is 5.7. (4) The drug is COc1ccc(NC(=S)NCCN2CCC(C)CC2)cc1Cl. The target protein (P54829) has sequence MNYEGARSERENHAADDSEGGALDMCCSERLPGLPQPIVMEALDEAEGLQDSQREMPPPPPPSPPSDPAQKPPPRGAGSHSLTVRSSLCLFAASQFLLACGVLWFSGYGHIWSQNATNLVSSLLTLLKQLEPTAWLDSGTWGVPSLLLVFLSVGLVLVTTLVWHLLRTPPEPPTPLPPEDRRQSVSRQPSFTYSEWMEEKIEDDFLDLDPVPETPVFDCVMDIKPEADPTSLTVKSMGLQERRGSNVSLTLDMCTPGCNEEGFGYLMSPREESAREYLLSASRVLQAEELHEKALDPFLLQAEFFEIPMNFVDPKEYDIPGLVRKNRYKTILPNPHSRVCLTSPDPDDPLSSYINANYIRGYGGEEKVYIATQGPIVSTVADFWRMVWQEHTPIIVMITNIEEMNEKCTEYWPEEQVAYDGVEITVQKVIHTEDYRLRLISLKSGTEERGLKHYWFTSWPDQKTPDRAPPLLHLVREVEEAAQQEGPHCAPIIVHCSAGI.... The pIC50 is 5.0. (5) The drug is Cn1cc(-c2ccc3nc(NC(=O)c4cnn(C)c4Cl)cn3n2)c(-c2ccc(F)cc2)n1. The target protein (P49674) has sequence MELRVGNKYRLGRKIGSGSFGDIYLGANIASGEEVAIKLECVKTKHPQLHIESKFYKMMQGGVGIPSIKWCGAEGDYNVMVMELLGPSLEDLFNFCSRKFSLKTVLLLADQMISRIEYIHSKNFIHRDVKPDNFLMGLGKKGNLVYIIDFGLAKKYRDARTHQHIPYRENKNLTGTARYASINTHLGIEQSRRDDLESLGYVLMYFNLGSLPWQGLKAATKRQKYERISEKKMSTPIEVLCKGYPSEFSTYLNFCRSLRFDDKPDYSYLRQLFRNLFHRQGFSYDYVFDWNMLKFGAARNPEDVDRERREHEREERMGQLRGSATRALPPGPPTGATANRLRSAAEPVASTPASRIQPAGNTSPRAISRVDRERKVSMRLHRGAPANVSSSDLTGRQEVSRIPASQTSVPFDHLGK. The pIC50 is 7.9.